From a dataset of Reaction yield outcomes from USPTO patents with 853,638 reactions. Predict the reaction yield, written as a fraction of the theoretical maximum amount of product (1.0 means a 100% yield; for example, 0.34 means a 34% yield). (1) The reactants are [Br:1][C:2]1[CH:7]=[C:6]([CH:8]([CH3:10])[CH3:9])[C:5]([OH:11])=[CH:4][C:3]=1[OH:12].CN(C)[CH:15]=[O:16].[CH2:18](N(C(C)C)C(C)C)C.[CH3:27][O:28][CH2:29]Cl. The catalyst is C(OCC)(=O)C. The product is [Br:1][C:2]1[CH:7]=[C:6]([CH:8]([CH3:10])[CH3:9])[C:5]([O:11][CH2:27][O:28][CH3:29])=[CH:4][C:3]=1[O:12][CH2:18][O:16][CH3:15]. The yield is 0.831. (2) The reactants are [N+:1]([C:4]1[CH:5]=[C:6]2[C:10](=[CH:11][CH:12]=1)[NH:9][CH:8]=[CH:7]2)([O-:3])=[O:2].C([O-])([O-])=O.[K+].[K+].Br[CH2:20][C:21]([O:23][CH3:24])=[O:22]. The catalyst is CN(C=O)C. The product is [N+:1]([C:4]1[CH:5]=[C:6]2[C:10](=[CH:11][CH:12]=1)[N:9]([CH2:20][C:21]([O:23][CH3:24])=[O:22])[CH:8]=[CH:7]2)([O-:3])=[O:2]. The yield is 0.580. (3) The catalyst is CO.[Pd]. The yield is 0.860. The product is [NH2:17][C:4]1[C:3]([O:2][CH3:1])=[CH:16][C:7]2[NH:8][C:9](=[O:15])[CH2:10][CH2:11][C:12]([CH3:14])([CH3:13])[C:6]=2[CH:5]=1. The reactants are [CH3:1][O:2][C:3]1[C:4]([N+:17]([O-])=O)=[CH:5][C:6]2[C:12]([CH3:14])([CH3:13])[CH2:11][CH2:10][C:9](=[O:15])[NH:8][C:7]=2[CH:16]=1. (4) The reactants are [F:1][C:2]([F:21])([F:20])[C:3]1[CH:8]=[CH:7][N:6]=[C:5]([CH:9](C(OCC)=O)[C:10]([O:12][CH2:13][CH3:14])=[O:11])[CH:4]=1.[Cl-].[Li+].O. The catalyst is CS(C)=O. The product is [F:21][C:2]([F:1])([F:20])[C:3]1[CH:8]=[CH:7][N:6]=[C:5]([CH2:9][C:10]([O:12][CH2:13][CH3:14])=[O:11])[CH:4]=1. The yield is 0.490. (5) The reactants are [CH2:1]([Mg]Br)[CH3:2].[S:5]1[CH:9]=[CH:8][CH:7]=[C:6]1[CH2:10][CH:11]=[O:12].[Cl-].[NH4+]. The catalyst is O1CCCC1. The product is [S:5]1[CH:9]=[CH:8][CH:7]=[C:6]1[CH2:10][CH:11]([OH:12])[CH2:1][CH3:2]. The yield is 0.0700. (6) The reactants are [F:1][CH2:2][C:3]1([S:6]([NH:9]C(=O)OC(C)(C)C)(=[O:8])=[O:7])[CH2:5][CH2:4]1.C(O)(C(F)(F)F)=O. The catalyst is C(Cl)Cl. The product is [F:1][CH2:2][C:3]1([S:6]([NH2:9])(=[O:8])=[O:7])[CH2:5][CH2:4]1. The yield is 1.00. (7) The reactants are C([O:3][C:4]([C:6]1[C:7]([CH:18]([F:20])[F:19])=[N:8][N:9]([C:14]([CH3:17])([CH3:16])[CH3:15])[C:10]=1[CH:11]([F:13])[F:12])=[O:5])C.[OH-].[Na+]. The catalyst is C(O)C. The product is [C:14]([N:9]1[C:10]([CH:11]([F:12])[F:13])=[C:6]([C:4]([OH:5])=[O:3])[C:7]([CH:18]([F:20])[F:19])=[N:8]1)([CH3:17])([CH3:15])[CH3:16]. The yield is 0.970.